This data is from Reaction yield outcomes from USPTO patents with 853,638 reactions. The task is: Predict the reaction yield, written as a fraction of the theoretical maximum amount of product (1.0 means a 100% yield; for example, 0.34 means a 34% yield). (1) The reactants are [CH3:1][O:2][C:3](=[O:15])[CH2:4][NH:5][C:6]([C:8]1[CH:13]=[C:12](I)[CH:11]=[CH:10][N:9]=1)=[O:7].CO.[O-]P([O-])([O-])=O.[K+].[K+].[K+].[CH3:26][C:27]1[CH:32]=[CH:31][C:30](B(O)O)=[CH:29][CH:28]=1. The catalyst is O1CCOCC1.C1C=CC(P(C2C=CC=CC=2)[C-]2C=CC=C2)=CC=1.C1C=CC(P(C2C=CC=CC=2)[C-]2C=CC=C2)=CC=1.Cl[Pd]Cl.[Fe+2]. The product is [CH3:1][O:2][C:3](=[O:15])[CH2:4][NH:5][C:6]([C:8]1[CH:13]=[C:12]([C:30]2[CH:31]=[CH:32][C:27]([CH3:26])=[CH:28][CH:29]=2)[CH:11]=[CH:10][N:9]=1)=[O:7]. The yield is 0.850. (2) The reactants are [CH2:1]([O:3][C:4]([N:6]1[C:15]2[C:10](=[CH:11][C:12]([C:16]([F:19])([F:18])[F:17])=[CH:13][CH:14]=2)[C@@H:9]([NH:20][C:21]([O:23][CH3:24])=[O:22])[CH2:8][C@H:7]1[CH2:25][CH3:26])=[O:5])[CH3:2].CC(C)([O-])C.[K+].[F:33][C:34]([F:48])([F:47])[C:35]1[CH:36]=[C:37]([CH:40]=[C:41]([C:43]([F:46])([F:45])[F:44])[CH:42]=1)[CH2:38]Br.N12CCN(CC1)CC2.Cl. The catalyst is CC(C)([O-])C.[K+].C(O)C.C(Cl)Cl. The product is [CH2:1]([O:3][C:4]([N:6]1[C:15]2[C:10](=[CH:11][C:12]([C:16]([F:18])([F:17])[F:19])=[CH:13][CH:14]=2)[C@@H:9]([N:20]([CH2:38][C:37]2[CH:40]=[C:41]([C:43]([F:45])([F:46])[F:44])[CH:42]=[C:35]([C:34]([F:33])([F:47])[F:48])[CH:36]=2)[C:21]([O:23][CH3:24])=[O:22])[CH2:8][C@H:7]1[CH2:25][CH3:26])=[O:5])[CH3:2]. The yield is 0.550.